Task: Predict which catalyst facilitates the given reaction.. Dataset: Catalyst prediction with 721,799 reactions and 888 catalyst types from USPTO (1) Reactant: O.[OH-].[Li+].C([O:6][C:7]([C:9]1[C:18]2[CH2:17][C:16]([CH3:20])([CH3:19])[CH2:15][NH:14][C:13](=[O:21])[C:12]=2[S:11][C:10]=1[NH:22][C:23]1[CH:28]=[CH:27][C:26]([I:29])=[CH:25][C:24]=1[Cl:30])=[O:8])C. Product: [Cl:30][C:24]1[CH:25]=[C:26]([I:29])[CH:27]=[CH:28][C:23]=1[NH:22][C:10]1[S:11][C:12]2[C:13](=[O:21])[NH:14][CH2:15][C:16]([CH3:20])([CH3:19])[CH2:17][C:18]=2[C:9]=1[C:7]([OH:8])=[O:6]. The catalyst class is: 20. (2) Reactant: [NH2:1][C@@H:2]([CH:5]1[CH2:10][CH2:9][N:8]([C:11]([O:13][C:14]([CH3:17])([CH3:16])[CH3:15])=[O:12])[CH2:7][CH2:6]1)[CH2:3][OH:4].C(N(CC)CC)C.[Cl:25][C:26]1[S:30][C:29]([S:31](Cl)(=[O:33])=[O:32])=[CH:28][CH:27]=1. Product: [C:14]([O:13][C:11]([N:8]1[CH2:7][CH2:6][CH:5]([CH:2]([NH:1][S:31]([C:29]2[S:30][C:26]([Cl:25])=[CH:27][CH:28]=2)(=[O:33])=[O:32])[CH2:3][OH:4])[CH2:10][CH2:9]1)=[O:12])([CH3:17])([CH3:16])[CH3:15]. The catalyst class is: 2. (3) Reactant: [CH3:1][O:2][C:3]([C:5]1[N:6]=[C:7]([NH:10][C:11](=[O:44])[C@@H:12]([NH:20][C:21](=[O:43])[CH:22]([NH:32]C(OCC2C=CC=CC=2)=O)[C:23]2[CH:28]=[CH:27][C:26]([O:29][CH3:30])=[C:25]([CH3:31])[CH:24]=2)[CH2:13][C:14]2[CH:19]=[CH:18][CH:17]=[CH:16][CH:15]=2)[S:8][CH:9]=1)=[O:4].C(O)=O. Product: [CH3:1][O:2][C:3]([C:5]1[N:6]=[C:7]([NH:10][C:11](=[O:44])[C@@H:12]([NH:20][C:21](=[O:43])[CH:22]([NH2:32])[C:23]2[CH:28]=[CH:27][C:26]([O:29][CH3:30])=[C:25]([CH3:31])[CH:24]=2)[CH2:13][C:14]2[CH:15]=[CH:16][CH:17]=[CH:18][CH:19]=2)[S:8][CH:9]=1)=[O:4]. The catalyst class is: 19.